Dataset: Forward reaction prediction with 1.9M reactions from USPTO patents (1976-2016). Task: Predict the product of the given reaction. (1) Given the reactants [CH2:1]([O:3][C:4]([C:6]1[NH:7][C:8]([CH3:11])=[CH:9][CH:10]=1)=[O:5])[CH3:2].[F:12][C:13]([F:25])([F:24])[C:14]1[CH:19]=[CH:18][C:17]([CH2:20][C:21](Cl)=[O:22])=[CH:16][CH:15]=1, predict the reaction product. The product is: [CH2:1]([O:3][C:4]([C:6]1[NH:7][C:8]([CH3:11])=[C:9]([C:21](=[O:22])[CH2:20][C:17]2[CH:16]=[CH:15][C:14]([C:13]([F:24])([F:12])[F:25])=[CH:19][CH:18]=2)[CH:10]=1)=[O:5])[CH3:2]. (2) The product is: [CH2:5]([C:2]1[O:14][C:13]([NH2:15])=[N:12][CH:3]=1)[C:6]1[CH:11]=[CH:10][CH:9]=[CH:8][CH:7]=1. Given the reactants Br[CH:2]([CH2:5][C:6]1[CH:11]=[CH:10][CH:9]=[CH:8][CH:7]=1)[CH:3]=O.[NH2:12][C:13]([NH2:15])=[O:14], predict the reaction product. (3) Given the reactants C([O:4][CH2:5][C:6]1[N:7]=[C:8]2[N:13]([CH:14]=1)[CH:12]=[C:11]([C:15]1[CH:16]=[CH:17][C:18]3[O:23][CH2:22][C:21](=[O:24])[NH:20][C:19]=3[CH:25]=1)[CH:10]([C:26]1[CH:31]=[CH:30][CH:29]=[CH:28][CH:27]=1)[S:9]2)(=O)C.C([O-])([O-])=O.[K+].[K+].C(OCC)(=O)C.O, predict the reaction product. The product is: [OH:4][CH2:5][C:6]1[N:7]=[C:8]2[N:13]([CH:14]=1)[CH:12]=[C:11]([C:15]1[CH:16]=[CH:17][C:18]3[O:23][CH2:22][C:21](=[O:24])[NH:20][C:19]=3[CH:25]=1)[CH:10]([C:26]1[CH:27]=[CH:28][CH:29]=[CH:30][CH:31]=1)[S:9]2. (4) Given the reactants [CH2:1]([O:3][C:4]([C:6]1[NH:7][N:8]=[C:9]([C:11]2[S:12][CH:13]=[CH:14][CH:15]=2)[CH:10]=1)=[O:5])[CH3:2].[I:16]N1C(=O)CCC1=O, predict the reaction product. The product is: [CH2:1]([O:3][C:4]([C:6]1[NH:7][N:8]=[C:9]([C:11]2[S:12][CH:13]=[CH:14][CH:15]=2)[C:10]=1[I:16])=[O:5])[CH3:2]. (5) Given the reactants [OH:1][CH2:2][CH2:3][N:4]1[CH2:9][CH2:8][NH:7][CH2:6][CH2:5]1.[C:10](O[C:10]([O:12][C:13]([CH3:16])([CH3:15])[CH3:14])=[O:11])([O:12][C:13]([CH3:16])([CH3:15])[CH3:14])=[O:11], predict the reaction product. The product is: [OH:1][CH2:2][CH2:3][N:4]1[CH2:9][CH2:8][N:7]([C:10]([O:12][C:13]([CH3:16])([CH3:15])[CH3:14])=[O:11])[CH2:6][CH2:5]1. (6) Given the reactants [O:1]1[C:8]2[CH:7]=[C:6]([C:9]([O:11][CH2:12][CH3:13])=[O:10])[NH:5][C:4]=2[CH:3]=[CH:2]1.[CH2:14]([O:21][C:22]([NH:24][CH:25]([CH3:31])[C:26]([O:28][CH2:29]Cl)=[O:27])=[O:23])[C:15]1[CH:20]=[CH:19][CH:18]=[CH:17][CH:16]=1, predict the reaction product. The product is: [CH2:14]([O:21][C:22]([NH:24][CH:25]([CH3:31])[C:26]([O:28][CH2:29][N:5]1[C:6]([C:9]([O:11][CH2:12][CH3:13])=[O:10])=[CH:7][C:8]2[O:1][CH:2]=[CH:3][C:4]1=2)=[O:27])=[O:23])[C:15]1[CH:16]=[CH:17][CH:18]=[CH:19][CH:20]=1. (7) Given the reactants [Li+].[CH3:2]CC[CH2-].[CH3:6][C:7]([C:9]1[CH:14]=[CH:13][CH:12]=[C:11]([Br:15])[CH:10]=1)=O, predict the reaction product. The product is: [Br:15][C:11]1[CH:12]=[CH:13][CH:14]=[C:9]([C:7]([CH3:2])=[CH2:6])[CH:10]=1. (8) Given the reactants [CH2:1]([N:8]1[C:13](=[O:14])[CH2:12][O:11][C@H:10]([CH3:15])[C@H:9]1[C:16]([OH:18])=[O:17])[C:2]1[CH:7]=[CH:6][CH:5]=[CH:4][CH:3]=1.Br[CH2:20][C:21]1[CH:26]=[CH:25][CH:24]=[CH:23][CH:22]=1.C(=O)([O-])[O-].[K+].[K+], predict the reaction product. The product is: [CH2:1]([N:8]1[C:13](=[O:14])[CH2:12][O:11][C@H:10]([CH3:15])[C@H:9]1[C:16]([O:18][CH2:20][C:21]1[CH:26]=[CH:25][CH:24]=[CH:23][CH:22]=1)=[O:17])[C:2]1[CH:7]=[CH:6][CH:5]=[CH:4][CH:3]=1. (9) Given the reactants [Cl:1][C:2]1[C:10]([O:11][CH3:12])=[CH:9][C:8]([O:13][CH3:14])=[CH:7][C:3]=1C(O)=O.C([N:17]([CH2:20]C)CC)C.C1(P(N=[N+]=[N-])(C2C=CC=CC=2)=[O:29])C=CC=CC=1.[C:39]([OH:43])([CH3:42])([CH3:41])[CH3:40], predict the reaction product. The product is: [Cl:1][C:2]1[C:10]([O:11][CH3:12])=[CH:9][C:8]([O:13][CH3:14])=[CH:7][C:3]=1[NH:17][C:20](=[O:29])[O:43][C:39]([CH3:42])([CH3:41])[CH3:40].